This data is from Full USPTO retrosynthesis dataset with 1.9M reactions from patents (1976-2016). The task is: Predict the reactants needed to synthesize the given product. (1) Given the product [Br:1][C:2]1[CH:10]=[C:9]([F:11])[C:5]([C:6]([NH2:15])=[O:7])=[C:4]([F:12])[CH:3]=1, predict the reactants needed to synthesize it. The reactants are: [Br:1][C:2]1[CH:10]=[C:9]([F:11])[C:5]([C:6](O)=[O:7])=[C:4]([F:12])[CH:3]=1.C([N:15](CC)CC)C.ClC(OCC)=O.N. (2) Given the product [C:19]([CH:16]1[CH2:15][CH2:14][CH:13]([O:12][C:7]2[CH:8]=[C:9]3[C:4](=[CH:5][CH:6]=2)[CH:3]=[C:2]([C:37](=[O:39])[CH3:38])[CH:11]=[CH:10]3)[CH2:18][CH2:17]1)([CH3:20])([CH3:21])[CH3:22], predict the reactants needed to synthesize it. The reactants are: Br[C:2]1[CH:11]=[CH:10][C:9]2[C:4](=[CH:5][CH:6]=[C:7]([O:12][CH:13]3[CH2:18][CH2:17][CH:16]([C:19]([CH3:22])([CH3:21])[CH3:20])[CH2:15][CH2:14]3)[CH:8]=2)[CH:3]=1.C([Li])CCC.CCCCCC.CON(C)[C:37](=[O:39])[CH3:38].